Dataset: Forward reaction prediction with 1.9M reactions from USPTO patents (1976-2016). Task: Predict the product of the given reaction. (1) Given the reactants [CH2:1]([C:3]1[S:7][C:6]2[CH:8]=[C:9]([O:12]C)[CH:10]=[CH:11][C:5]=2[CH:4]=1)[CH3:2].B(Br)(Br)Br, predict the reaction product. The product is: [CH2:1]([C:3]1[S:7][C:6]2[CH:8]=[C:9]([OH:12])[CH:10]=[CH:11][C:5]=2[CH:4]=1)[CH3:2]. (2) Given the reactants C[O:2][C:3](=[O:49])[CH2:4][CH2:5][CH2:6][CH2:7][CH2:8][CH2:9][CH2:10][C:11](=[O:48])[NH:12][C:13]1[CH:18]=[CH:17][CH:16]=[CH:15][C:14]=1[S:19](=[O:47])(=[O:46])[NH:20][C:21]([C@@:23]1([NH:28][C:29](=[O:45])[CH2:30][N:31](C(OC(C)(C)C)=O)[CH2:32][CH:33]2[CH2:37][CH2:36][CH2:35][CH2:34]2)[CH2:25][C@H:24]1[CH:26]=[CH2:27])=[O:22].C(O)(C(F)(F)F)=O.[Li+].[OH-], predict the reaction product. The product is: [CH:33]1([CH2:32][NH:31][CH2:30][C:29]([NH:28][C@:23]2([C:21]([NH:20][S:19]([C:14]3[CH:15]=[CH:16][CH:17]=[CH:18][C:13]=3[NH:12][C:11]([CH2:10][CH2:9][CH2:8][CH2:7][CH2:6][CH2:5][CH2:4][C:3]([OH:49])=[O:2])=[O:48])(=[O:46])=[O:47])=[O:22])[CH2:25][C@H:24]2[CH:26]=[CH2:27])=[O:45])[CH2:34][CH2:35][CH2:36][CH2:37]1.